The task is: Predict the reactants needed to synthesize the given product.. This data is from Full USPTO retrosynthesis dataset with 1.9M reactions from patents (1976-2016). Given the product [CH3:41][N:23]([CH3:22])/[CH:24]=[C:25](\[F:21])/[C:26]([C:28]1[N:32]([CH:33]2[CH2:34][CH2:35][N:36]([CH3:39])[CH2:37][CH2:38]2)[C:31]([CH3:40])=[N:30][CH:29]=1)=[O:27], predict the reactants needed to synthesize it. The reactants are: [B-](F)(F)(F)F.[B-](F)(F)(F)F.C1[N+]2(CCl)CC[N+]([F:21])(CC2)C1.[CH3:22][N:23]([CH3:41])/[CH:24]=[CH:25]/[C:26]([C:28]1[N:32]([CH:33]2[CH2:38][CH2:37][N:36]([CH3:39])[CH2:35][CH2:34]2)[C:31]([CH3:40])=[N:30][CH:29]=1)=[O:27].